Dataset: Peptide-MHC class I binding affinity with 185,985 pairs from IEDB/IMGT. Task: Regression. Given a peptide amino acid sequence and an MHC pseudo amino acid sequence, predict their binding affinity value. This is MHC class I binding data. (1) The MHC is HLA-B53:01 with pseudo-sequence HLA-B53:01. The binding affinity (normalized) is 0.000970. The peptide sequence is RNWAHSSL. (2) The peptide sequence is IIGPMFSGK. The MHC is HLA-A33:01 with pseudo-sequence HLA-A33:01. The binding affinity (normalized) is 0.177. (3) The peptide sequence is WLDSVIQYL. The MHC is HLA-C03:03 with pseudo-sequence HLA-C03:03. The binding affinity (normalized) is 0.493. (4) The peptide sequence is SLFNTAATI. The MHC is HLA-A02:01 with pseudo-sequence HLA-A02:01. The binding affinity (normalized) is 0.185. (5) The peptide sequence is DAAVVFPPV. The MHC is HLA-A02:06 with pseudo-sequence HLA-A02:06. The binding affinity (normalized) is 0.719. (6) The peptide sequence is ATKYDINQML. The MHC is Mamu-A01 with pseudo-sequence Mamu-A01. The binding affinity (normalized) is 0.378. (7) The peptide sequence is LTSMHFYGW. The MHC is Mamu-B17 with pseudo-sequence Mamu-B17. The binding affinity (normalized) is 0.537. (8) The peptide sequence is KMARLGKGY. The MHC is HLA-A03:01 with pseudo-sequence HLA-A03:01. The binding affinity (normalized) is 0.489.